From a dataset of Reaction yield outcomes from USPTO patents with 853,638 reactions. Predict the reaction yield, written as a fraction of the theoretical maximum amount of product (1.0 means a 100% yield; for example, 0.34 means a 34% yield). The reactants are Cl.[CH2:2]([NH:4][C:5]1[CH:6]=[N:7][O:8][C:9]=1[CH3:10])[CH3:3].[F:11][CH:12]([F:16])[C:13](Cl)=[O:14]. The catalyst is C(Cl)Cl. The product is [CH2:2]([N:4]([C:5]1[CH:6]=[N:7][O:8][C:9]=1[CH3:10])[C:13](=[O:14])[CH:12]([F:16])[F:11])[CH3:3]. The yield is 0.480.